Dataset: Reaction yield outcomes from USPTO patents with 853,638 reactions. Task: Predict the reaction yield, written as a fraction of the theoretical maximum amount of product (1.0 means a 100% yield; for example, 0.34 means a 34% yield). (1) The reactants are [CH3:1][O:2][C:3]1[CH:4]=[C:5]([C:13]2[CH:14]=[C:15]3[CH2:21][C:20](=O)[N:19](COCC[Si](C)(C)C)[C:16]3=[N:17][CH:18]=2)[CH:6]=[C:7]([O:11][CH3:12])[C:8]=1[O:9][CH3:10].[C:31](=[O:34])([O-])[O-].[Cs+].[Cs+].[CH3:37]I. The product is [CH3:20][C:21]1([CH3:37])[C:15]2[C:16](=[N:17][CH:18]=[C:13]([C:5]3[CH:6]=[C:7]([O:11][CH3:12])[C:8]([O:9][CH3:10])=[C:3]([O:2][CH3:1])[CH:4]=3)[CH:14]=2)[NH:19][C:31]1=[O:34]. The yield is 0.730. The catalyst is CN(C=O)C. (2) The reactants are Cl.[NH:2]1[CH2:7][CH2:6][CH:5]([C:8]2[C:9](=[O:18])[NH:10][C:11]3[C:16]([N:17]=2)=[CH:15][CH:14]=[CH:13][CH:12]=3)[CH2:4][CH2:3]1.[Cl:19][C:20]1[C:28]2[NH:27][N:26]=[CH:25][C:24]=2[C:23]2[CH2:29][N:30]([CH2:55][C:56]([CH3:59])([CH3:58])[CH3:57])[C:31](=[O:54])[C@H:32]([CH2:34][C:35](=[O:53])N3CCC(N4CC5C(=CC=CC=5)NC4=O)CC3)[CH2:33][C:22]=2[CH:21]=1. No catalyst specified. The product is [Cl:19][C:20]1[C:28]2[NH:27][N:26]=[CH:25][C:24]=2[C:23]2[CH2:29][N:30]([CH2:55][C:56]([CH3:59])([CH3:58])[CH3:57])[C:31](=[O:54])[C@H:32]([CH2:34][C:35](=[O:53])[N:2]3[CH2:3][CH2:4][CH:5]([C:8]4[C:9](=[O:18])[NH:10][C:11]5[C:16](=[CH:15][CH:14]=[CH:13][CH:12]=5)[N:17]=4)[CH2:6][CH2:7]3)[CH2:33][C:22]=2[CH:21]=1. The yield is 0.490.